This data is from Peptide-MHC class I binding affinity with 185,985 pairs from IEDB/IMGT. The task is: Regression. Given a peptide amino acid sequence and an MHC pseudo amino acid sequence, predict their binding affinity value. This is MHC class I binding data. The peptide sequence is FQWSDDPFI. The MHC is HLA-A02:03 with pseudo-sequence HLA-A02:03. The binding affinity (normalized) is 0.369.